This data is from Catalyst prediction with 721,799 reactions and 888 catalyst types from USPTO. The task is: Predict which catalyst facilitates the given reaction. (1) Reactant: [Si:1]([O:18][C@H:19]1[C:24](=[CH2:25])[C@@H:23]([F:26])[CH2:22]/[C:21](=[CH:27]\[C:28](OCC)=[O:29])/[CH2:20]1)([C:14]([CH3:17])([CH3:16])[CH3:15])([C:8]1[CH:13]=[CH:12][CH:11]=[CH:10][CH:9]=1)[C:2]1[CH:7]=[CH:6][CH:5]=[CH:4][CH:3]=1.[H-].C([Al+]CC(C)C)C(C)C. Product: [Si:1]([O:18][C@H:19]1[C:24](=[CH2:25])[C@@H:23]([F:26])[CH2:22]/[C:21](=[CH:27]\[CH2:28][OH:29])/[CH2:20]1)([C:14]([CH3:17])([CH3:16])[CH3:15])([C:8]1[CH:13]=[CH:12][CH:11]=[CH:10][CH:9]=1)[C:2]1[CH:3]=[CH:4][CH:5]=[CH:6][CH:7]=1. The catalyst class is: 426. (2) Reactant: [CH2:1]1[C:7]2=[C:8]3[C:12](=[CH:13][CH:14]=[C:6]2[O:5][CH2:4][CH2:3][N:2]1C(OC(C)(C)C)=O)[NH:11][CH:10]=[CH:9]3.[H-].[Na+].CN(C=O)C.[CH3:29][C:30]1[S:31][C:32]([CH3:39])=[CH:33][C:34]=1[S:35](Cl)(=[O:37])=[O:36]. Product: [CH3:29][C:30]1[S:31][C:32]([CH3:39])=[CH:33][C:34]=1[S:35]([N:11]1[C:12]2[C:8](=[C:7]3[CH2:1][NH:2][CH2:3][CH2:4][O:5][C:6]3=[CH:14][CH:13]=2)[CH:9]=[CH:10]1)(=[O:37])=[O:36]. The catalyst class is: 547. (3) Reactant: [N:1]1[CH:6]=[CH:5][CH:4]=[C:3]([CH2:7][CH2:8]/[CH:9]=[C:10]2\OC(=O)[C:13]3[C:18]\2=[CH:17][CH:16]=[CH:15][CH:14]=3)[CH:2]=1.[OH2:20].[NH2:21][NH2:22].[CH2:23]1COCC1. Product: [N:1]1[CH:6]=[CH:5][CH:4]=[C:3]([CH:7]([CH3:23])[CH2:8][C:9]2[C:10]3[C:18](=[CH:17][CH:16]=[CH:15][CH:14]=3)[C:13](=[O:20])[NH:22][N:21]=2)[CH:2]=1. The catalyst class is: 25. (4) Reactant: [CH2:1]([C:3]1[CH:11]=[C:10]([CH3:12])[C:9]2[N:8](S(C3C=CC(C)=CC=3)(=O)=O)[CH:7]=[CH:6][C:5]=2[C:4]=1[C:23]([C:25]1[N:29](COCC[Si](C)(C)C)[C:28]2[CH:38]=[CH:39][C:40]([C:42]#[N:43])=[CH:41][C:27]=2[N:26]=1)=[O:24])[CH3:2].C(C1C=C(C)C2N(S(C3C=CC(C)=CC=3)(=O)=O)C=CC=2C=1C(C1N(COCC[Si](C)(C)C)C2C=C(C#N)C=CC=2N=1)=O)C.C[Si](C)(C)[C:89]([F:92])([F:91])[F:90].CCCC[N+](CCCC)(CCCC)CCCC.[F-].C(N)CN. Product: [CH2:1]([C:3]1[C:4]([C:23]([C:25]2[NH:29][C:28]3[CH:38]=[CH:39][C:40]([C:42]#[N:43])=[CH:41][C:27]=3[N:26]=2)([OH:24])[C:89]([F:92])([F:91])[F:90])=[C:5]2[C:9](=[C:10]([CH3:12])[CH:11]=1)[NH:8][CH:7]=[CH:6]2)[CH3:2]. The catalyst class is: 49. (5) Reactant: [CH3:1][S:2]([NH:5][C:6]1[O:7][CH:8]=[C:9]([C:11]([OH:13])=O)[N:10]=1)(=[O:4])=[O:3].CN(C(ON1N=NC2C=CC=NC1=2)=[N+](C)C)C.F[P-](F)(F)(F)(F)F.C(N(CC)C(C)C)(C)C.Cl.Cl.[NH2:49][C@@H:50]([CH2:64][C:65]1[CH:70]=[CH:69][CH:68]=[C:67]([O:71][CH2:72][CH2:73][CH2:74][CH3:75])[CH:66]=1)[C@H:51]([OH:63])[CH2:52][NH:53][CH2:54][C:55]1[CH:60]=[CH:59][CH:58]=[C:57]([CH2:61][CH3:62])[CH:56]=1. Product: [CH2:72]([O:71][C:67]1[CH:66]=[C:65]([CH:70]=[CH:69][CH:68]=1)[CH2:64][C@H:50]([NH:49][C:11]([C:9]1[N:10]=[C:6]([NH:5][S:2]([CH3:1])(=[O:3])=[O:4])[O:7][CH:8]=1)=[O:13])[C@H:51]([OH:63])[CH2:52][NH:53][CH2:54][C:55]1[CH:60]=[CH:59][CH:58]=[C:57]([CH2:61][CH3:62])[CH:56]=1)[CH2:73][CH2:74][CH3:75]. The catalyst class is: 2. (6) Reactant: [CH2:1]([O:3][C:4]([C:6]([CH3:31])([CH3:30])[CH:7]([C:9]1[C:18]([O:19][CH3:20])=[C:17]2[C:12]([CH:13]=[N:14][C:15]([NH:21][CH3:22])=[N:16]2)=[C:11]([C:23]2[CH:28]=[CH:27][CH:26]=[C:25]([Cl:29])[CH:24]=2)[CH:10]=1)O)=[O:5])[CH3:2].C([SiH](CC)CC)C.C(=O)([O-])O.[Na+]. Product: [Cl:29][C:25]1[CH:24]=[C:23]([C:11]2[CH:10]=[C:9]([CH2:7][C:6]([C:4]([O:3][CH2:1][CH3:2])=[O:5])([CH3:31])[CH3:30])[C:18]([O:19][CH3:20])=[C:17]3[C:12]=2[CH2:13][NH:14][C:15]([NH:21][CH3:22])=[N:16]3)[CH:28]=[CH:27][CH:26]=1. The catalyst class is: 55. (7) Reactant: Cl.[CH2:2]1[C:6]2([CH2:11][CH2:10][N:9](C(OC(C)(C)C)=O)[CH2:8][CH2:7]2)[CH2:5][CH2:4][NH:3]1.[CH3:19][C:20](OC(C)=O)=[O:21].C(O)(C(F)(F)F)=O. Product: [CH2:2]1[C:6]2([CH2:7][CH2:8][NH:9][CH2:10][CH2:11]2)[CH2:5][CH2:4][N:3]1[C:20](=[O:21])[CH3:19]. The catalyst class is: 2. (8) Reactant: Cl.[NH2:2][CH:3]1[CH2:9][CH2:8][C:7](=[O:10])[NH:6][C:4]1=[O:5].[CH2:11]([O:18][C:19](N[C@H](C(O)=O)CCC(=O)N)=[O:20])[C:12]1[CH:17]=[CH:16][CH:15]=[CH:14][CH:13]=1. Product: [CH2:11]([O:18][C:19]([N:6]1[C:7](=[O:10])[CH2:8][CH2:9][CH:3]([NH2:2])[C:4]1=[O:5])=[O:20])[C:12]1[CH:17]=[CH:16][CH:15]=[CH:14][CH:13]=1. The catalyst class is: 1. (9) Reactant: [Cl:1][C:2]1[CH:7]=[C:6]([N+:8]([O-:10])=[O:9])[CH:5]=[CH:4][C:3]=1[C:11]1[O:12][C:13]2[C:18]([C:19](=[O:21])[CH:20]=1)=[C:17]([OH:22])[CH:16]=[C:15]([OH:23])[C:14]=2[C@@H:24]1[CH2:28][CH2:27][N:26]([CH3:29])[C@H:25]1[CH2:30][OH:31].Cl. Product: [ClH:1].[Cl:1][C:2]1[CH:7]=[C:6]([N+:8]([O-:10])=[O:9])[CH:5]=[CH:4][C:3]=1[C:11]1[O:12][C:13]2[C:18]([C:19](=[O:21])[CH:20]=1)=[C:17]([OH:22])[CH:16]=[C:15]([OH:23])[C:14]=2[C@@H:24]1[CH2:28][CH2:27][N:26]([CH3:29])[C@H:25]1[CH2:30][OH:31]. The catalyst class is: 5.